Dataset: Forward reaction prediction with 1.9M reactions from USPTO patents (1976-2016). Task: Predict the product of the given reaction. (1) Given the reactants Cl.[F:2][CH2:3][CH2:4][CH2:5][NH2:6].[C:7](O[C:7]([O:9][C:10]([CH3:13])([CH3:12])[CH3:11])=[O:8])([O:9][C:10]([CH3:13])([CH3:12])[CH3:11])=[O:8].C(N(CC)CC)C, predict the reaction product. The product is: [F:2][CH2:3][CH2:4][CH2:5][NH:6][C:7](=[O:8])[O:9][C:10]([CH3:13])([CH3:12])[CH3:11]. (2) Given the reactants CN([CH:4]=[O:5])C.CN(C)C=O.CS(C)=O.CS(C)=O.C(O)(C(F)(F)F)=O.FC(F)(F)C(O)=O.[CH3:33][CH:34](C[AlH][CH2:33][CH:34](C)[CH3:35])[CH3:35].[H-].[CH2:43]([Al+][CH2:43][CH:44](C)[CH3:45])[CH:44](C)[CH3:45], predict the reaction product. The product is: [CH2:33]1[CH2:4][O:5][CH2:35][CH2:34]1.[O:5]1[CH2:4][CH2:45][CH2:44][CH2:43]1. (3) Given the reactants [Cl:1][C:2]1[CH:7]=[C:6]([Cl:8])[CH:5]=[CH:4][C:3]=1[CH2:9][N:10]1[C:15](=[O:16])[C:14]([C:17]([NH:19][CH2:20][C:21]([O:23]CC)=[O:22])=[O:18])=[C:13]([OH:26])[C:12]([C:27](OC)=[O:28])=[C:11]1[OH:31].[F:32][C:33]1[C:39]([F:40])=[CH:38][CH:37]=[CH:36][C:34]=1[NH2:35], predict the reaction product. The product is: [Cl:1][C:2]1[CH:7]=[C:6]([Cl:8])[CH:5]=[CH:4][C:3]=1[CH2:9][N:10]1[C:11]([OH:31])=[C:12]([C:27]([NH:35][C:34]2[CH:36]=[CH:37][CH:38]=[C:39]([F:40])[C:33]=2[F:32])=[O:28])[C:13]([OH:26])=[C:14]([C:17]([NH:19][CH2:20][C:21]([OH:23])=[O:22])=[O:18])[C:15]1=[O:16]. (4) The product is: [CH:24]1([NH:27][C:21]([C:17]2[S:16][C:15](/[CH:14]=[CH:13]/[C:12]3[C:8]([C:5]4[CH:4]=[CH:3][C:2]([F:1])=[CH:7][N:6]=4)=[N:9][O:10][CH:11]=3)=[N:19][C:18]=2[CH3:20])=[O:23])[CH2:26][CH2:25]1. Given the reactants [F:1][C:2]1[CH:3]=[CH:4][C:5]([C:8]2[C:12](/[CH:13]=[CH:14]/[C:15]3[S:16][C:17]([C:21]([OH:23])=O)=[C:18]([CH3:20])[N:19]=3)=[CH:11][O:10][N:9]=2)=[N:6][CH:7]=1.[CH:24]1([NH2:27])[CH2:26][CH2:25]1, predict the reaction product. (5) Given the reactants C([O:3][P:4]([C:9]([C:12]1[CH:17]=[CH:16][C:15]([CH2:18][N:19]([CH2:33][C:34]2[CH:39]=[CH:38][C:37]([C:40]([P:43]([O:48]CC)([O:45]CC)=[O:44])([F:42])[F:41])=[CH:36][CH:35]=2)[S:20]([C:23]2[CH:32]=[CH:31][C:30]3[C:25](=[CH:26][CH:27]=[CH:28][CH:29]=3)[CH:24]=2)(=[O:22])=[O:21])=[CH:14][C:13]=1[Br:51])([F:11])[F:10])(=[O:8])[O:5]CC)C.C[Si](N([Si](C)(C)C)C(=O)C(F)(F)F)(C)C.I[Si](C)(C)C, predict the reaction product. The product is: [Br:51][C:13]1[CH:14]=[C:15]([CH2:18][N:19]([CH2:33][C:34]2[CH:35]=[CH:36][C:37]([C:40]([F:41])([F:42])[P:43]([OH:45])([OH:48])=[O:44])=[CH:38][CH:39]=2)[S:20]([C:23]2[CH:32]=[CH:31][C:30]3[C:25](=[CH:26][CH:27]=[CH:28][CH:29]=3)[CH:24]=2)(=[O:21])=[O:22])[CH:16]=[CH:17][C:12]=1[C:9]([P:4](=[O:3])([OH:5])[OH:8])([F:11])[F:10]. (6) Given the reactants [CH3:1][O:2][C:3]1[CH:4]=[C:5]([CH2:18][NH2:19])[CH:6]=[CH:7][C:8]=1[O:9][CH2:10][C:11]1[CH:12]=[N:13][C:14]([CH3:17])=[CH:15][CH:16]=1.Cl[C:21]1[C:26]([N+:27]([O-:29])=[O:28])=[CH:25][C:24]([I:30])=[CH:23][N:22]=1.C(N(CC)C(C)C)(C)C, predict the reaction product. The product is: [I:30][C:24]1[CH:25]=[C:26]([N+:27]([O-:29])=[O:28])[C:21]([NH:19][CH2:18][C:5]2[CH:6]=[CH:7][C:8]([O:9][CH2:10][C:11]3[CH:12]=[N:13][C:14]([CH3:17])=[CH:15][CH:16]=3)=[C:3]([O:2][CH3:1])[CH:4]=2)=[N:22][CH:23]=1. (7) Given the reactants C(OC1N=NC(C(C2C=CC=CC=2)=C)=CC=1OCC1C=CC=CC=1)C1C=CC=CC=1.[CH2:31]([O:38][C:39]1[N:40]=[N:41][C:42](Cl)=[CH:43][C:44]=1[O:45][CH2:46][C:47]1[CH:52]=[CH:51][CH:50]=[CH:49][CH:48]=1)[C:32]1[CH:37]=[CH:36][CH:35]=[CH:34][CH:33]=1.[F:54][C:55]([F:78])([F:77])[C:56]1[CH:57]=[C:58](/[CH:66]=[CH:67]/B2OC(C)(C)C(C)(C)O2)[CH:59]=[C:60]([C:62]([F:65])([F:64])[F:63])[CH:61]=1, predict the reaction product. The product is: [CH2:31]([O:38][C:39]1[N:40]=[N:41][C:42](/[CH:67]=[CH:66]/[C:58]2[CH:59]=[C:60]([C:62]([F:63])([F:65])[F:64])[CH:61]=[C:56]([C:55]([F:54])([F:77])[F:78])[CH:57]=2)=[CH:43][C:44]=1[O:45][CH2:46][C:47]1[CH:52]=[CH:51][CH:50]=[CH:49][CH:48]=1)[C:32]1[CH:37]=[CH:36][CH:35]=[CH:34][CH:33]=1. (8) Given the reactants C(OC(=O)[N:7]([CH2:12][C:13]1[O:14][CH:15]=[C:16]([C:18]([N:20]2[CH2:25][CH2:24][N:23]([CH:26]([CH3:28])[CH3:27])[CH2:22][CH2:21]2)=[O:19])[N:17]=1)[CH2:8][CH2:9][O:10][CH3:11])(C)(C)C.Cl.Cl.C(N1CCNCC1)(C)C.ON1C2C=CC=CC=2N=N1.CN1CCOCC1.Cl.CN(C)CCCN=C=NCC, predict the reaction product. The product is: [CH:26]([N:23]1[CH2:24][CH2:25][N:20]([C:18]([C:16]2[N:17]=[C:13]([CH2:12][NH:7][CH2:8][CH2:9][O:10][CH3:11])[O:14][CH:15]=2)=[O:19])[CH2:21][CH2:22]1)([CH3:28])[CH3:27]. (9) Given the reactants [CH:1]1([S:7]([C:10]2[N:14]3[CH:15]=[CH:16][C:17]([C:19]([OH:21])=O)=[CH:18][C:13]3=[N:12][C:11]=2[CH:22]([CH3:24])[CH3:23])(=[O:9])=[O:8])[CH2:6][CH2:5][CH2:4][CH2:3][CH2:2]1.[NH2:25][C:26]1[CH:31]=[CH:30][N:29]=[CH:28][CH:27]=1, predict the reaction product. The product is: [CH:1]1([S:7]([C:10]2[N:14]3[CH:15]=[CH:16][C:17]([C:19]([NH:25][C:26]4[CH:31]=[CH:30][N:29]=[CH:28][CH:27]=4)=[O:21])=[CH:18][C:13]3=[N:12][C:11]=2[CH:22]([CH3:23])[CH3:24])(=[O:8])=[O:9])[CH2:2][CH2:3][CH2:4][CH2:5][CH2:6]1. (10) The product is: [CH3:1][N:2]1[C:6]([C:7](=[O:23])[NH:8][C:9]2[CH:14]=[CH:13][N:12]3[N:15]=[C:16]([N:18]4[CH2:19][CH2:20][CH2:21][CH2:22]4)[N:17]=[C:11]3[CH:10]=2)=[C:5]([C:24]([OH:26])=[O:25])[CH:4]=[N:3]1. Given the reactants [CH3:1][N:2]1[C:6]([C:7](=[O:23])[NH:8][C:9]2[CH:14]=[CH:13][N:12]3[N:15]=[C:16]([N:18]4[CH2:22][CH2:21][CH2:20][CH2:19]4)[N:17]=[C:11]3[CH:10]=2)=[C:5]([C:24]([O:26]CC)=[O:25])[CH:4]=[N:3]1.O.[OH-].[Li+], predict the reaction product.